From a dataset of Reaction yield outcomes from USPTO patents with 853,638 reactions. Predict the reaction yield, written as a fraction of the theoretical maximum amount of product (1.0 means a 100% yield; for example, 0.34 means a 34% yield). (1) The reactants are [S:1]1[C:5]2[CH:6]=[C:7]([NH2:10])[CH:8]=[CH:9][C:4]=2[N:3]=[CH:2]1.[Br:11]Br. The catalyst is C(Cl)(Cl)Cl. The product is [Br:11][C:6]1[C:5]2[S:1][CH:2]=[N:3][C:4]=2[CH:9]=[CH:8][C:7]=1[NH2:10]. The yield is 0.800. (2) The reactants are [CH3:1][C:2]1[CH:3]=[CH:4][CH:5]=[C:6]2[C:11]=1[N:10]=[C:9]([CH:12]=O)[CH:8]=[CH:7]2.[F:14][C:15]1[CH:20]=[CH:19][C:18]([N:21]2[CH2:26][CH2:25][NH:24][CH2:23][CH2:22]2)=[C:17]([O:27][CH3:28])[CH:16]=1. No catalyst specified. The product is [F:14][C:15]1[CH:20]=[CH:19][C:18]([N:21]2[CH2:22][CH2:23][N:24]([CH2:12][C:9]3[CH:8]=[CH:7][C:6]4[C:11](=[C:2]([CH3:1])[CH:3]=[CH:4][CH:5]=4)[N:10]=3)[CH2:25][CH2:26]2)=[C:17]([O:27][CH3:28])[CH:16]=1. The yield is 0.620. (3) The catalyst is CN(C=O)C. The product is [N:11]1[CH:10]=[CH:9][N:5]2[CH:6]=[CH:7][CH:8]=[C:3]([CH2:2][O:12][C:13]3[CH:20]=[CH:19][C:18]([O:21][CH3:22])=[CH:17][C:14]=3[CH:15]=[O:16])[C:4]=12. The reactants are Cl[CH2:2][C:3]1[C:4]2[N:5]([CH:9]=[CH:10][N:11]=2)[CH:6]=[CH:7][CH:8]=1.[OH:12][C:13]1[CH:20]=[CH:19][C:18]([O:21][CH3:22])=[CH:17][C:14]=1[CH:15]=[O:16].C(=O)([O-])[O-].[K+].[K+]. The yield is 0.450. (4) The reactants are [C:1]([O:5][C:6](=[O:46])[NH:7][CH:8]1[C:26](=[O:27])[N:25]2[CH:21]([CH2:22][CH:23]([O:28][Si](C(C)(C)C)(C)C)[CH2:24]2)[C:20](=[O:36])[NH:19][C:18]2([C:37]([NH:39][S:40]([CH:43]3[CH2:45][CH2:44]3)(=[O:42])=[O:41])=[O:38])[CH:16]([CH2:17]2)[CH:15]=[CH:14][CH2:13][CH2:12][CH2:11][CH2:10][CH2:9]1)([CH3:4])([CH3:3])[CH3:2].[F-].C([N+](CCCC)(CCCC)CCCC)CCC. The catalyst is C1COCC1. The product is [C:1]([O:5][C:6](=[O:46])[NH:7][CH:8]1[C:26](=[O:27])[N:25]2[CH:21]([CH2:22][CH:23]([OH:28])[CH2:24]2)[C:20](=[O:36])[NH:19][C:18]2([C:37]([NH:39][S:40]([CH:43]3[CH2:45][CH2:44]3)(=[O:41])=[O:42])=[O:38])[CH:16]([CH2:17]2)[CH:15]=[CH:14][CH2:13][CH2:12][CH2:11][CH2:10][CH2:9]1)([CH3:4])([CH3:2])[CH3:3]. The yield is 0.730. (5) The reactants are [CH3:1][O:2][C:3]1[CH:4]=[C:5]([NH:14][C:15]([CH:17]([CH2:30][CH:31]([CH3:33])[CH3:32])[CH2:18][NH:19]C(=O)OCC2C=CC=CC=2)=[O:16])[CH:6]=[CH:7][C:8]=1[C:9]1[O:13][CH:12]=[N:11][CH:10]=1.[OH-].[NH4+]. The catalyst is CO.[Pd]. The product is [NH2:19][CH2:18][CH:17]([CH2:30][CH:31]([CH3:33])[CH3:32])[C:15]([NH:14][C:5]1[CH:6]=[CH:7][C:8]([C:9]2[O:13][CH:12]=[N:11][CH:10]=2)=[C:3]([O:2][CH3:1])[CH:4]=1)=[O:16]. The yield is 0.440. (6) The reactants are FC(F)(F)C(O)=O.[Cl:8][C:9]1[C:10]([F:38])=[C:11]([CH:15]2[C:19]([C:22]3[CH:27]=[CH:26][C:25]([Cl:28])=[CH:24][C:23]=3[F:29])([C:20]#[N:21])[CH:18]([CH2:30][C:31]([CH3:34])([CH3:33])[CH3:32])[NH:17][CH:16]2[C:35](O)=[O:36])[CH:12]=[CH:13][CH:14]=1.CC1(C)[O:44][C@@H:43]([CH2:45][CH2:46][NH2:47])[C:42]([CH3:49])([CH3:48])[O:41]1.CN(C(ON1N=NC2C=CC=NC1=2)=[N+](C)C)C.F[P-](F)(F)(F)(F)F.CCN(C(C)C)C(C)C.Cl. The catalyst is C(Cl)Cl.O1CCCC1. The product is [OH:44][C@H:43]([C:42]([OH:41])([CH3:49])[CH3:48])[CH2:45][CH2:46][NH:47][C:35]([CH:16]1[CH:15]([C:11]2[CH:12]=[CH:13][CH:14]=[C:9]([Cl:8])[C:10]=2[F:38])[C:19]([C:22]2[CH:27]=[CH:26][C:25]([Cl:28])=[CH:24][C:23]=2[F:29])([C:20]#[N:21])[CH:18]([CH2:30][C:31]([CH3:33])([CH3:34])[CH3:32])[NH:17]1)=[O:36]. The yield is 0.430. (7) The reactants are [F:1][C:2]1[CH:7]=[CH:6][CH:5]=[C:4]([F:8])[C:3]=1[C:9]1[C:17]2[O:16][CH:15]([CH2:18][N:19]=[N+]=[N-])[CH2:14][C:13]=2[CH:12]=[CH:11][CH:10]=1. The catalyst is [Pd]. The product is [F:1][C:2]1[CH:7]=[CH:6][CH:5]=[C:4]([F:8])[C:3]=1[C:9]1[C:17]2[O:16][CH:15]([CH2:18][NH2:19])[CH2:14][C:13]=2[CH:12]=[CH:11][CH:10]=1. The yield is 0.900. (8) The reactants are [C:1]([NH:8][CH2:9][CH2:10][CH2:11][CH2:12][CH2:13][CH2:14][NH2:15])([O:3][C:4]([CH3:7])([CH3:6])[CH3:5])=[O:2].CCN(CC)CC.[O:23]([C:30]1[CH:35]=[CH:34][C:33]([S:36](Cl)(=[O:38])=[O:37])=[CH:32][CH:31]=1)[C:24]1[CH:29]=[CH:28][CH:27]=[CH:26][CH:25]=1. The catalyst is CC#N. The product is [O:23]([C:30]1[CH:35]=[CH:34][C:33]([S:36]([NH:15][CH2:14][CH2:13][CH2:12][CH2:11][CH2:10][CH2:9][NH:8][C:1]([O:3][C:4]([CH3:5])([CH3:6])[CH3:7])=[O:2])(=[O:38])=[O:37])=[CH:32][CH:31]=1)[C:24]1[CH:25]=[CH:26][CH:27]=[CH:28][CH:29]=1. The yield is 0.640. (9) The reactants are [C:1]([O:4][C:5]1[CH:13]=[CH:12][C:11]([Cl:14])=[CH:10][C:6]=1[C:7]([OH:9])=O)(=[O:3])[CH3:2].[NH2:15][C:16]1[CH:17]=[C:18]([N:22]2[C:26]([C:27]([F:30])([F:29])[F:28])=[CH:25][C:24]([C:31]([F:34])([F:33])[F:32])=[N:23]2)[CH:19]=[CH:20][CH:21]=1. No catalyst specified. The product is [C:1]([O:4][C:5]1[CH:13]=[CH:12][C:11]([Cl:14])=[CH:10][C:6]=1[C:7]([NH:15][C:16]1[CH:21]=[CH:20][CH:19]=[C:18]([N:22]2[C:26]([C:27]([F:28])([F:29])[F:30])=[CH:25][C:24]([C:31]([F:34])([F:33])[F:32])=[N:23]2)[CH:17]=1)=[O:9])(=[O:3])[CH3:2]. The yield is 0.844. (10) The reactants are CN(C(ON1N=NC2C=CC=CC1=2)=[N+](C)C)C.F[P-](F)(F)(F)(F)F.C1C=CC2N(O)N=NC=2C=1.[CH3:35][O:36][C:37]1[CH:45]=[CH:44][CH:43]=[CH:42][C:38]=1[C:39]([OH:41])=O.CCN(C(C)C)C(C)C.O[NH:56][C:57](=[NH:71])[CH2:58][S:59][C:60]1[N:64]([CH3:65])[C:63]([C:66]2[S:67][CH:68]=[CH:69][CH:70]=2)=[N:62][N:61]=1. The catalyst is CN(C=O)C.O. The product is [CH3:35][O:36][C:37]1[CH:45]=[CH:44][CH:43]=[CH:42][C:38]=1[C:39]1[O:41][N:71]=[C:57]([CH2:58][S:59][C:60]2[N:64]([CH3:65])[C:63]([C:66]3[S:67][CH:68]=[CH:69][CH:70]=3)=[N:62][N:61]=2)[N:56]=1. The yield is 0.110.